Dataset: Forward reaction prediction with 1.9M reactions from USPTO patents (1976-2016). Task: Predict the product of the given reaction. (1) Given the reactants [NH2:1]/[C:2](/[CH3:9])=[C:3](\[C:7]#[N:8])/[C:4](=[S:6])[NH2:5].OO, predict the reaction product. The product is: [NH2:5][C:4]1[S:6][N:1]=[C:2]([CH3:9])[C:3]=1[C:7]#[N:8]. (2) Given the reactants [Cl:1][C:2]1[N:3]=[C:4](Cl)[C:5]2[S:10][CH:9]=[CH:8][C:6]=2[N:7]=1.C([Sn](CCCC)(CCCC)[C:17]([O:19][CH2:20][CH3:21])=[CH2:18])CCC, predict the reaction product. The product is: [Cl:1][C:2]1[N:3]=[C:4]([C:17]([O:19][CH2:20][CH3:21])=[CH2:18])[C:5]2[S:10][CH:9]=[CH:8][C:6]=2[N:7]=1. (3) Given the reactants [C:1]1([S:7]([N:10]=[C:11]=[O:12])(=[O:9])=[O:8])[CH:6]=[CH:5][CH:4]=[CH:3][CH:2]=1.[C:13]([O:17][C:18](=[O:39])[CH2:19][CH2:20][CH:21]1[NH:26][CH2:25][CH2:24][N:23]([C:27]2[C:37]([Cl:38])=[CH:36][C:30]([C:31]([O:33][CH2:34][CH3:35])=[O:32])=[CH:29][N:28]=2)[CH2:22]1)([CH3:16])([CH3:15])[CH3:14], predict the reaction product. The product is: [C:13]([O:17][C:18](=[O:39])[CH2:19][CH2:20][CH:21]1[N:26]([C:11]([NH:10][S:7]([C:1]2[CH:2]=[CH:3][CH:4]=[CH:5][CH:6]=2)(=[O:8])=[O:9])=[O:12])[CH2:25][CH2:24][N:23]([C:27]2[C:37]([Cl:38])=[CH:36][C:30]([C:31]([O:33][CH2:34][CH3:35])=[O:32])=[CH:29][N:28]=2)[CH2:22]1)([CH3:14])([CH3:15])[CH3:16].